Task: Predict the reaction yield, written as a fraction of the theoretical maximum amount of product (1.0 means a 100% yield; for example, 0.34 means a 34% yield).. Dataset: Reaction yield outcomes from USPTO patents with 853,638 reactions (1) The reactants are [Cl:1][C:2]1[CH:3]=[C:4]([S:8]([N:11]2[C:15]([C:16]3[CH:21]=[CH:20][CH:19]=[CH:18][CH:17]=3)=[CH:14][C:13]([CH:22]=O)=[C:12]2[CH3:24])(=[O:10])=[O:9])[CH:5]=[CH:6][CH:7]=1.[Cl-].C[NH3+].[C:28]([BH3-])#[N:29].[Na+]. No catalyst specified. The product is [ClH:1].[Cl:1][C:2]1[CH:3]=[C:4]([S:8]([N:11]2[C:15]([C:16]3[CH:21]=[CH:20][CH:19]=[CH:18][CH:17]=3)=[CH:14][C:13]([CH2:22][NH:29][CH3:28])=[C:12]2[CH3:24])(=[O:10])=[O:9])[CH:5]=[CH:6][CH:7]=1. The yield is 0.340. (2) The reactants are Cl[C:2]1[N:9]=[CH:8][CH:7]=[CH:6][C:3]=1[C:4]#[N:5].C(=O)([O-])[O-].[Cs+].[Cs+].[CH3:16][NH:17][S:18]([CH3:21])(=[O:20])=[O:19]. The catalyst is C(#N)C. The product is [C:4]([C:3]1[C:2]([N:17]([CH3:16])[S:18]([CH3:21])(=[O:20])=[O:19])=[N:9][CH:8]=[CH:7][CH:6]=1)#[N:5]. The yield is 0.538. (3) The product is [CH3:1][O:2][C:3]([NH:5][C@@H:6]([C@@H:7]([CH3:8])[CH2:9][CH3:10])[C:11]([N:13]1[C@@H:17]([CH3:18])[CH2:16][CH2:15][C@H:14]1[C:19]1[NH:20][C:21]([C:24]2[CH:29]=[C:28]3[CH2:30][O:31][C:32]4[CH:59]=[C:58]5[C:35]([CH:36]=[CH:37][C:38]6[N:42]=[C:41]([C@@H:43]7[CH2:47][C@H:46]([CH2:48][O:49][CH3:50])[CH2:45][N:44]7[C:67](=[O:68])[C@@H:66]([NH:65][C:63](=[O:64])[O:62][CH3:61])[CH:70]([CH3:72])[CH3:71])[NH:40][C:39]=65)=[CH:34][C:33]=4[C:27]3=[CH:26][CH:25]=2)=[CH:22][N:23]=1)=[O:12])=[O:4]. The yield is 0.380. The reactants are [CH3:1][O:2][C:3]([NH:5][C@H:6]([C:11]([N:13]1[C@@H:17]([CH3:18])[CH2:16][CH2:15][C@H:14]1[C:19]1[NH:20][C:21]([C:24]2[CH:29]=[C:28]3[CH2:30][O:31][C:32]4[CH:59]=[C:58]5[C:35]([CH:36]=[CH:37][C:38]6[N:42]=[C:41]([C@@H:43]7[CH2:47][C@H:46]([CH2:48][O:49][CH3:50])[CH2:45][N:44]7C(OC(C)(C)C)=O)[NH:40][C:39]=65)=[CH:34][C:33]=4[C:27]3=[CH:26][CH:25]=2)=[CH:22][N:23]=1)=[O:12])[C@H:7]([CH2:9][CH3:10])[CH3:8])=[O:4].Cl.[CH3:61][O:62][C:63]([NH:65][C@@H:66]([CH:70]([CH3:72])[CH3:71])[C:67](O)=[O:68])=[O:64].CN(C(ON1N=NC2C=CC=NC1=2)=[N+](C)C)C.F[P-](F)(F)(F)(F)F.CCN(C(C)C)C(C)C. The catalyst is C(Cl)Cl.CO.CN(C=O)C.[Li+].[OH-]. (4) The reactants are [C:1]1([C:7]2[N:8]=[C:9]([N:12]([CH2:16][C:17]3[CH:39]=[CH:38][C:20]([CH2:21][O:22][C:23]4[CH:24]=[C:25]5[C:29](=[CH:30][CH:31]=4)[CH:28]([CH2:32][C:33]([O:35]CC)=[O:34])[CH2:27][CH2:26]5)=[CH:19][CH:18]=3)[CH2:13][CH2:14][CH3:15])[S:10][CH:11]=2)[CH:6]=[CH:5][CH:4]=[CH:3][CH:2]=1.C(O)C.[OH-].[Na+].C(O)(=O)CC(CC(O)=O)(C(O)=O)O. The catalyst is O.O1CCCC1. The product is [C:1]1([C:7]2[N:8]=[C:9]([N:12]([CH2:16][C:17]3[CH:39]=[CH:38][C:20]([CH2:21][O:22][C:23]4[CH:24]=[C:25]5[C:29](=[CH:30][CH:31]=4)[CH:28]([CH2:32][C:33]([OH:35])=[O:34])[CH2:27][CH2:26]5)=[CH:19][CH:18]=3)[CH2:13][CH2:14][CH3:15])[S:10][CH:11]=2)[CH:6]=[CH:5][CH:4]=[CH:3][CH:2]=1. The yield is 0.660. (5) The reactants are [F:1][C:2]1[CH:3]=[C:4]([C:10]2[C:15]([C:16]3[CH:21]=[CH:20][C:19]([O:22][CH3:23])=[C:18]([F:24])[CH:17]=3)=[N:14][NH:13][C:12](=[O:25])[CH:11]=2)[CH:5]=[CH:6][C:7]=1[O:8][CH3:9].[CH2:26](I)[CH3:27]. No catalyst specified. The product is [F:1][C:2]1[CH:3]=[C:4]([C:10]2[C:15]([C:16]3[CH:21]=[CH:20][C:19]([O:22][CH3:23])=[C:18]([F:24])[CH:17]=3)=[N:14][N:13]([CH2:26][CH3:27])[C:12](=[O:25])[CH:11]=2)[CH:5]=[CH:6][C:7]=1[O:8][CH3:9]. The yield is 0.972. (6) The reactants are C([NH:5][S:6]([C:9]1[CH:14]=[CH:13][CH:12]=[C:11]([C:15]2[CH:20]=[C:19]([C:21]3[N:26]=[C:25]([C:27]([F:30])([F:29])[F:28])[CH:24]=[C:23]([C:31]4[CH:32]=[N:33][C:34]([C:37]([F:40])([F:39])[F:38])=[CH:35][CH:36]=4)[N:22]=3)[CH:18]=[CH:17][N:16]=2)[CH:10]=1)(=[O:8])=[O:7])(C)(C)C.C(O)(C(F)(F)F)=O. The catalyst is ClCCl. The product is [F:30][C:27]([F:28])([F:29])[C:25]1[CH:24]=[C:23]([C:31]2[CH:32]=[N:33][C:34]([C:37]([F:40])([F:39])[F:38])=[CH:35][CH:36]=2)[N:22]=[C:21]([C:19]2[CH:18]=[CH:17][N:16]=[C:15]([C:11]3[CH:10]=[C:9]([S:6]([NH2:5])(=[O:8])=[O:7])[CH:14]=[CH:13][CH:12]=3)[CH:20]=2)[N:26]=1. The yield is 0.490. (7) The reactants are [CH2:1]([O:8][C:9]1[C:10](F)=[C:11]([F:33])[C:12]([NH:25][C:26]2[CH:31]=[CH:30][CH:29]=[CH:28][C:27]=2[F:32])=[C:13]([CH:24]=1)[C:14]([O:16][CH2:17][C:18]1[CH:23]=[CH:22][CH:21]=[CH:20][CH:19]=1)=[O:15])[C:2]1[CH:7]=[CH:6][CH:5]=[CH:4][CH:3]=1.[N-:35]=[N+:36]=[N-:37].[Na+].O. The catalyst is CN(C=O)C. The product is [N:35]([C:10]1[C:9]([O:8][CH2:1][C:2]2[CH:7]=[CH:6][CH:5]=[CH:4][CH:3]=2)=[CH:24][C:13]([C:14]([O:16][CH2:17][C:18]2[CH:23]=[CH:22][CH:21]=[CH:20][CH:19]=2)=[O:15])=[C:12]([NH:25][C:26]2[CH:31]=[CH:30][CH:29]=[CH:28][C:27]=2[F:32])[C:11]=1[F:33])=[N+:36]=[N-:37]. The yield is 0.650.